From a dataset of Forward reaction prediction with 1.9M reactions from USPTO patents (1976-2016). Predict the product of the given reaction. The product is: [CH3:10][O:11][CH2:12][CH2:13][O:14][CH2:15][CH2:16][O:17][CH2:27][CH2:21][CH2:26][O:28][CH2:7][C:6]([O:5][C:1]([CH3:4])([CH3:3])[CH3:2])=[O:9]. Given the reactants [C:1]([O:5][C:6](=[O:9])[CH2:7]Br)([CH3:4])([CH3:3])[CH3:2].[CH3:10][O:11][CH2:12][CH2:13][O:14][CH2:15][CH2:16][O:17]CCO.[C:21]1([CH3:27])[CH:26]=CC=CC=1.[OH-:28].[K+], predict the reaction product.